Task: Predict the product of the given reaction.. Dataset: Forward reaction prediction with 1.9M reactions from USPTO patents (1976-2016) Given the reactants [CH3:1][O:2][C:3]1[CH:8]=[CH:7][C:6]([C@@H:9]([NH2:11])[CH3:10])=[CH:5][CH:4]=1.CCN(CC)CC.Br[CH2:20][C:21]([O:23][CH2:24][CH3:25])=[O:22], predict the reaction product. The product is: [CH3:1][O:2][C:3]1[CH:8]=[CH:7][C:6]([C@@H:9]([NH:11][CH2:20][C:21]([O:23][CH2:24][CH3:25])=[O:22])[CH3:10])=[CH:5][CH:4]=1.